Dataset: Reaction yield outcomes from USPTO patents with 853,638 reactions. Task: Predict the reaction yield, written as a fraction of the theoretical maximum amount of product (1.0 means a 100% yield; for example, 0.34 means a 34% yield). (1) The reactants are Cl.[Cl:2][CH2:3][CH2:4][CH2:5][N:6]1[CH2:11][CH2:10][CH2:9][CH2:8][CH2:7]1.C(=O)([O-])[O-].[K+].[K+].[OH-].[Na+].C(OCC)C. The product is [Cl:2][CH2:3][CH2:4][CH2:5][N:6]1[CH2:11][CH2:10][CH2:9][CH2:8][CH2:7]1. The yield is 0.944. The catalyst is O. (2) The reactants are Br[C:2]1[CH:3]=[C:4]2[C:10]([C:11]3[CH:16]=[CH:15][CH:14]=[CH:13][C:12]=3[F:17])=[N:9][N:8]([CH:18]3[CH2:23][CH2:22][CH2:21][CH2:20][O:19]3)[C:5]2=[CH:6][N:7]=1.[O:24]1[CH2:29][CH2:28][CH2:27][CH2:26][CH:25]1[N:30]1[C:34](B2OC(C)(C)C(C)(C)O2)=[CH:33][N:32]=[CH:31]1.[F-].[Cs+].CN(C=O)C. The catalyst is C1C=CC([P]([Pd]([P](C2C=CC=CC=2)(C2C=CC=CC=2)C2C=CC=CC=2)([P](C2C=CC=CC=2)(C2C=CC=CC=2)C2C=CC=CC=2)[P](C2C=CC=CC=2)(C2C=CC=CC=2)C2C=CC=CC=2)(C2C=CC=CC=2)C2C=CC=CC=2)=CC=1.[Cu]I.O. The product is [F:17][C:12]1[CH:13]=[CH:14][CH:15]=[CH:16][C:11]=1[C:10]1[C:4]2[C:5](=[CH:6][N:7]=[C:2]([C:34]3[N:30]([CH:25]4[CH2:26][CH2:27][CH2:28][CH2:29][O:24]4)[CH:31]=[N:32][CH:33]=3)[CH:3]=2)[N:8]([CH:18]2[CH2:23][CH2:22][CH2:21][CH2:20][O:19]2)[N:9]=1. The yield is 0.840.